Dataset: Forward reaction prediction with 1.9M reactions from USPTO patents (1976-2016). Task: Predict the product of the given reaction. Given the reactants Br[C:2]1[CH:7]=[CH:6][C:5]([C:8]2[O:12][N:11]=[C:10]([CH3:13])[C:9]=2[NH:14][CH:15]([CH3:26])[CH2:16][C:17]([CH3:25])([C:19]2[CH:24]=[CH:23][CH:22]=[CH:21][CH:20]=2)[CH3:18])=[CH:4][CH:3]=1.[CH2:27]([O:29][C:30](=[O:50])[CH2:31][C:32]1([C:35]2[CH:40]=[CH:39][C:38](B3OC(C)(C)C(C)(C)O3)=[CH:37][CH:36]=2)[CH2:34][CH2:33]1)[CH3:28], predict the reaction product. The product is: [CH2:27]([O:29][C:30](=[O:50])[CH2:31][C:32]1([C:35]2[CH:36]=[CH:37][C:38]([C:2]3[CH:3]=[CH:4][C:5]([C:8]4[O:12][N:11]=[C:10]([CH3:13])[C:9]=4[NH:14][CH:15]([CH3:26])[CH2:16][C:17]([CH3:25])([C:19]4[CH:24]=[CH:23][CH:22]=[CH:21][CH:20]=4)[CH3:18])=[CH:6][CH:7]=3)=[CH:39][CH:40]=2)[CH2:33][CH2:34]1)[CH3:28].